This data is from NCI-60 drug combinations with 297,098 pairs across 59 cell lines. The task is: Regression. Given two drug SMILES strings and cell line genomic features, predict the synergy score measuring deviation from expected non-interaction effect. (1) Drug 1: CC(CN1CC(=O)NC(=O)C1)N2CC(=O)NC(=O)C2. Drug 2: CC1CCC2CC(C(=CC=CC=CC(CC(C(=O)C(C(C(=CC(C(=O)CC(OC(=O)C3CCCCN3C(=O)C(=O)C1(O2)O)C(C)CC4CCC(C(C4)OC)O)C)C)O)OC)C)C)C)OC. Cell line: OVCAR-5. Synergy scores: CSS=26.3, Synergy_ZIP=-6.22, Synergy_Bliss=-2.04, Synergy_Loewe=1.58, Synergy_HSA=2.18. (2) Drug 1: C(CC(=O)O)C(=O)CN.Cl. Drug 2: C1=NNC2=C1C(=O)NC=N2. Cell line: SF-539. Synergy scores: CSS=7.33, Synergy_ZIP=0.608, Synergy_Bliss=5.93, Synergy_Loewe=2.82, Synergy_HSA=2.55. (3) Drug 1: C1=CC(=CC=C1CCCC(=O)O)N(CCCl)CCCl. Drug 2: CN(CCCl)CCCl.Cl. Cell line: OVCAR-5. Synergy scores: CSS=5.31, Synergy_ZIP=-6.41, Synergy_Bliss=-3.95, Synergy_Loewe=-7.20, Synergy_HSA=-4.49. (4) Drug 1: CNC(=O)C1=NC=CC(=C1)OC2=CC=C(C=C2)NC(=O)NC3=CC(=C(C=C3)Cl)C(F)(F)F. Drug 2: C1=CC=C(C(=C1)C(C2=CC=C(C=C2)Cl)C(Cl)Cl)Cl. Cell line: CAKI-1. Synergy scores: CSS=-6.11, Synergy_ZIP=10.4, Synergy_Bliss=7.32, Synergy_Loewe=-2.27, Synergy_HSA=-5.40.